From a dataset of Forward reaction prediction with 1.9M reactions from USPTO patents (1976-2016). Predict the product of the given reaction. (1) Given the reactants [Cl:1][C:2]1[CH:10]=[C:9]2[C:5]([CH2:6][O:7][C:8]2=[O:11])=[C:4]([N+:12]([O-])=O)[CH:3]=1.[H][H], predict the reaction product. The product is: [NH2:12][C:4]1[CH:3]=[C:2]([Cl:1])[CH:10]=[C:9]2[C:5]=1[CH2:6][O:7][C:8]2=[O:11]. (2) Given the reactants FC(F)(F)S(O[C:7]1[N:28]=[CH:27][C:10]2[C:11]3[N:12]([CH:16]=[C:17]([C:19]4[N:23]([CH:24]([CH3:26])[CH3:25])[N:22]=[CH:21][N:20]=4)[N:18]=3)[CH2:13][CH2:14][O:15][C:9]=2[CH:8]=1)(=O)=O.[NH:31]1[CH2:35][CH:34]=[CH:33][C@H:32]1[C:36]([NH2:38])=[O:37], predict the reaction product. The product is: [CH:24]([N:23]1[C:19]([C:17]2[N:18]=[C:11]3[C:10]4[CH:27]=[N:28][C:7]([N:31]5[CH2:35][CH:34]=[CH:33][C@H:32]5[C:36]([NH2:38])=[O:37])=[CH:8][C:9]=4[O:15][CH2:14][CH2:13][N:12]3[CH:16]=2)=[N:20][CH:21]=[N:22]1)([CH3:25])[CH3:26]. (3) Given the reactants CC[C@@H]1[C@@H]2C[C@H]([C@@H](OC3C4C(=CC=CC=4)C(O[C@@H](C4C=CN=C5C=4[CH:49]=[C:50]([O:57]C)[CH:51]=C5)[C@@H]4N5C[C@H](CC)[C@@H](CC5)C4)=NN=3)C3C=CN=C4C=3[CH:49]=[C:50]([O:57]C)[CH:51]=C4)N(CC2)C1.C(C1[CH:67]=[CH:66][C:65]([Br:68])=[CH:64]C=1OC)C=C.S([O-])([O-])=[O:72].[Na+].[Na+].[C:77]([O:80][CH2:81][CH3:82])(=O)C, predict the reaction product. The product is: [Br:68][C:65]1[CH:66]=[CH:67][C:82]([CH2:49][CH:50]([OH:57])[CH2:51][OH:72])=[C:81]([O:80][CH3:77])[CH:64]=1. (4) Given the reactants C1(C)C=CC(S(O)(=O)=O)=CC=1.[NH+]1C=CC=CC=1.[Br:18][C:19]1[CH:24]=[CH:23][C:22]([OH:25])=[CH:21][C:20]=1[F:26].[O:27]1[CH:32]=[CH:31][CH2:30][CH2:29][CH2:28]1.CCOC(C)=O, predict the reaction product. The product is: [Br:18][C:19]1[CH:24]=[CH:23][C:22]([O:25][CH:28]2[CH2:29][CH2:30][CH2:31][CH2:32][O:27]2)=[CH:21][C:20]=1[F:26]. (5) Given the reactants N1CCCCC1.[CH3:7][O:8][C:9]1[CH:16]=[CH:15][C:12]([CH:13]=O)=[CH:11][C:10]=1[O:17][CH2:18][C:19]#[C:20][CH3:21].C([CH2:25][C:26]([NH:28][C:29]1[CH:37]=[CH:36][CH:35]=[CH:34][C:30]=1[C:31]([OH:33])=[O:32])=[O:27])(O)=O.CC(O)=O, predict the reaction product. The product is: [CH2:18]([O:17][C:10]1[CH:11]=[C:12](/[CH:13]=[CH:25]/[C:26]([NH:28][C:29]2[CH:37]=[CH:36][CH:35]=[CH:34][C:30]=2[C:31]([OH:33])=[O:32])=[O:27])[CH:15]=[CH:16][C:9]=1[O:8][CH3:7])[C:19]#[C:20][CH3:21]. (6) Given the reactants [Cl:1][C:2]1[C:7]([N:8]2[C:12]([CH3:13])=[C:11]([C:14]3[CH2:15][CH2:16][N:17]([C:20]([O:22][C:23](C)([CH3:25])[CH3:24])=[O:21])[CH2:18][CH:19]=3)[N:10]=[N:9]2)=[CH:6][CH:5]=[CH:4][N:3]=1, predict the reaction product. The product is: [Cl:1][C:2]1[C:7]([N:8]2[C:12]([CH3:13])=[C:11]([C:14]3[CH2:15][CH2:16][N:17]([C:20]([O:22][CH:23]([CH3:25])[CH3:24])=[O:21])[CH2:18][CH:19]=3)[N:10]=[N:9]2)=[CH:6][CH:5]=[CH:4][N:3]=1. (7) Given the reactants Cl[C:2]1[C:7]([C:8]([F:11])([F:10])[F:9])=[CH:6][N:5]=[C:4]([NH:12][C:13]2[CH:27]=[CH:26][C:16]([CH2:17][P:18](=[O:25])([O:22][CH2:23][CH3:24])[O:19][CH2:20][CH3:21])=[CH:15][C:14]=2[O:28][CH3:29])[N:3]=1.[NH2:30][C:31]1[CH:32]=[CH:33][C:34]([O:42][CH:43]([CH3:45])[CH3:44])=[C:35]2[C:39]=1[C:38](=[O:40])[N:37]([CH3:41])[CH2:36]2, predict the reaction product. The product is: [CH3:29][O:28][C:14]1[CH:15]=[C:16]([CH:26]=[CH:27][C:13]=1[NH:12][C:4]1[N:3]=[C:2]([NH:30][C:31]2[CH:32]=[CH:33][C:34]([O:42][CH:43]([CH3:44])[CH3:45])=[C:35]3[C:39]=2[C:38](=[O:40])[N:37]([CH3:41])[CH2:36]3)[C:7]([C:8]([F:11])([F:10])[F:9])=[CH:6][N:5]=1)[CH2:17][P:18](=[O:25])([O:22][CH2:23][CH3:24])[O:19][CH2:20][CH3:21].